This data is from Forward reaction prediction with 1.9M reactions from USPTO patents (1976-2016). The task is: Predict the product of the given reaction. (1) Given the reactants II.Br[CH2:4][CH:5]1[CH2:7][CH2:6]1.[OH:8][CH2:9][C:10]([NH:13][C:14]([C:16]1[C:17]2[CH2:18][C@H:19]3[CH2:31][C@H:20]3[C:21]=2[N:22]([C:24]2[CH:29]=[N:28][C:27](Br)=[CH:26][N:25]=2)[N:23]=1)=[O:15])([CH3:12])[CH3:11], predict the reaction product. The product is: [OH:8][CH2:9][C:10]([NH:13][C:14]([C:16]1[C:17]2[CH2:18][C@H:19]3[CH2:31][C@H:20]3[C:21]=2[N:22]([C:24]2[CH:29]=[N:28][C:27]([CH2:4][CH:5]3[CH2:7][CH2:6]3)=[CH:26][N:25]=2)[N:23]=1)=[O:15])([CH3:12])[CH3:11]. (2) Given the reactants [F:1][CH:2]([F:11])[O:3][C:4]1[CH:9]=[CH:8][C:7](I)=[CH:6][CH:5]=1.C([Mg]Cl)(C)C.[B:17](OC)([O:20]C)[O:18]C, predict the reaction product. The product is: [F:1][CH:2]([F:11])[O:3][C:4]1[CH:9]=[CH:8][C:7]([B:17]([OH:20])[OH:18])=[CH:6][CH:5]=1. (3) Given the reactants O=P(Cl)(Cl)Cl.[CH3:6][O:7][C:8]([C:10]1[CH:11]=[C:12]2[C:16](=[CH:17][CH:18]=1)[NH:15][CH:14]=[CH:13]2)=[O:9].CN([CH:22]=[O:23])C, predict the reaction product. The product is: [CH:22]([C:13]1[C:12]2[C:16](=[CH:17][CH:18]=[C:10]([C:8]([O:7][CH3:6])=[O:9])[CH:11]=2)[NH:15][CH:14]=1)=[O:23]. (4) Given the reactants Cl[C:2]1[C:11]2=[N:12][N:13](CC3C=CC(OC)=CC=3)[CH:14]=[C:10]2[C:9]2[C:4](=[CH:5][CH:6]=[CH:7][N:8]=2)[N:3]=1.[O:24]1[CH2:29][CH2:28][N:27]([C:30]2[CH:36]=[CH:35][C:33]([NH2:34])=[CH:32][CH:31]=2)[CH2:26][CH2:25]1.Cl, predict the reaction product. The product is: [N:27]1([C:30]2[CH:31]=[CH:32][C:33]([NH:34][C:2]3[C:11]4[C:10](=[CH:14][NH:13][N:12]=4)[C:9]4[C:4]([N:3]=3)=[CH:5][CH:6]=[CH:7][N:8]=4)=[CH:35][CH:36]=2)[CH2:26][CH2:25][O:24][CH2:29][CH2:28]1. (5) Given the reactants C[O:2][C:3](=[O:39])[CH2:4][C@H:5]([OH:38])[CH2:6][O:7][C:8]1[CH:13]=[CH:12][C:11]([C:14]([N:16]2[C:25]3[C:20](=[CH:21][CH:22]=[CH:23][CH:24]=3)[C@H:19]([N:26]([C:34](=[O:36])[CH3:35])[C:27]3[CH:32]=[CH:31][C:30]([Cl:33])=[CH:29][CH:28]=3)[CH2:18][C@@H:17]2[CH3:37])=[O:15])=[CH:10][CH:9]=1.[Li+].[OH-], predict the reaction product. The product is: [C:34]([N:26]([C:27]1[CH:28]=[CH:29][C:30]([Cl:33])=[CH:31][CH:32]=1)[C@H:19]1[C:20]2[C:25](=[CH:24][CH:23]=[CH:22][CH:21]=2)[N:16]([C:14]([C:11]2[CH:12]=[CH:13][C:8]([O:7][CH2:6][C@@H:5]([OH:38])[CH2:4][C:3]([OH:39])=[O:2])=[CH:9][CH:10]=2)=[O:15])[C@@H:17]([CH3:37])[CH2:18]1)(=[O:36])[CH3:35]. (6) Given the reactants [Cl:1][C:2]1[CH:28]=[CH:27][C:5]([CH2:6][NH:7][C:8]([C:10]2[C:19](=[O:20])[C:18]3[C:13](=[N:14][C:15]([CH3:25])=[C:16]([C:21]#[C:22][CH2:23][OH:24])[CH:17]=3)[N:12]([CH3:26])[CH:11]=2)=[O:9])=[CH:4][CH:3]=1, predict the reaction product. The product is: [Cl:1][C:2]1[CH:3]=[CH:4][C:5]([CH2:6][NH:7][C:8]([C:10]2[C:19](=[O:20])[C:18]3[C:13](=[N:14][C:15]([CH3:25])=[C:16]([CH2:21][CH2:22][CH2:23][OH:24])[CH:17]=3)[N:12]([CH3:26])[CH:11]=2)=[O:9])=[CH:27][CH:28]=1. (7) Given the reactants Cl[C:2]1[N:7]=[C:6]([N:8]2[CH2:13][CH2:12][O:11][CH2:10][CH2:9]2)[N:5]=[C:4]([N:14]2[C:18]3[CH:19]=[CH:20][CH:21]=[C:22]([O:23][CH3:24])[C:17]=3[N:16]=[C:15]2[CH:25]([F:27])[F:26])[N:3]=1.[NH:28]1[CH:32]=[CH:31][N:30]=[CH:29]1, predict the reaction product. The product is: [F:27][CH:25]([F:26])[C:15]1[N:14]([C:4]2[N:3]=[C:2]([N:28]3[CH:32]=[CH:31][N:30]=[CH:29]3)[N:7]=[C:6]([N:8]3[CH2:9][CH2:10][O:11][CH2:12][CH2:13]3)[N:5]=2)[C:18]2[CH:19]=[CH:20][CH:21]=[C:22]([O:23][CH3:24])[C:17]=2[N:16]=1. (8) The product is: [Br:1][C:2]1[CH:7]=[CH:6][CH:5]=[C:4]([O:15][C:9]2[CH:14]=[CH:13][CH:12]=[CH:11][CH:10]=2)[CH:3]=1. Given the reactants [Br:1][C:2]1[CH:7]=[CH:6][CH:5]=[C:4](F)[CH:3]=1.[C:9]1([OH:15])[CH:14]=[CH:13][CH:12]=[CH:11][CH:10]=1.C(=O)([O-])[O-].[K+].[K+], predict the reaction product. (9) Given the reactants [CH3:1][NH2:2].F[C:4]1[C:9]([F:10])=[CH:8][C:7]([N+:11]([O-:13])=[O:12])=[CH:6][C:5]=1[CH2:14][OH:15], predict the reaction product. The product is: [F:10][C:9]1[C:4]([NH:2][CH3:1])=[C:5]([CH2:14][OH:15])[CH:6]=[C:7]([N+:11]([O-:13])=[O:12])[CH:8]=1. (10) Given the reactants C([N:14]1[CH2:17][CH:16]([CH2:18][CH2:19][CH2:20][CH2:21][NH:22][C:23](=[O:34])[CH2:24][O:25][CH2:26][C:27]2[CH:32]=[CH:31][C:30]([F:33])=[CH:29][CH:28]=2)[CH2:15]1)(C1C=CC=CC=1)C1C=CC=CC=1.ClC(OC(Cl)C)=O.N1C=CC=CC=1.[CH3:48][O:49][C:50]1[CH:51]=[C:52]([S:58](Cl)(=[O:60])=[O:59])[CH:53]=[CH:54][C:55]=1[O:56][CH3:57], predict the reaction product. The product is: [CH3:48][O:49][C:50]1[CH:51]=[C:52]([S:58]([N:14]2[CH2:15][CH:16]([CH2:18][CH2:19][CH2:20][CH2:21][NH:22][C:23](=[O:34])[CH2:24][O:25][CH2:26][C:27]3[CH:28]=[CH:29][C:30]([F:33])=[CH:31][CH:32]=3)[CH2:17]2)(=[O:59])=[O:60])[CH:53]=[CH:54][C:55]=1[O:56][CH3:57].